This data is from Full USPTO retrosynthesis dataset with 1.9M reactions from patents (1976-2016). The task is: Predict the reactants needed to synthesize the given product. (1) Given the product [CH3:34][C:32]1[CH:33]=[C:28]([C:24]2[O:25][C:26]([CH3:27])=[C:22]([CH2:21][N:12]3[C:13]4[C:9](=[CH:8][C:7]([CH2:6][CH:5]([O:16][CH2:17][CH3:18])[C:4]([OH:3])=[O:19])=[CH:15][CH:14]=4)[CH:10]=[CH:11]3)[N:23]=2)[CH:29]=[C:30]([CH3:35])[CH:31]=1, predict the reactants needed to synthesize it. The reactants are: C([O:3][C:4](=[O:19])[CH:5]([O:16][CH2:17][CH3:18])[CH2:6][C:7]1[CH:8]=[C:9]2[C:13](=[CH:14][CH:15]=1)[NH:12][CH:11]=[CH:10]2)C.Cl[CH2:21][C:22]1[N:23]=[C:24]([C:28]2[CH:33]=[C:32]([CH3:34])[CH:31]=[C:30]([CH3:35])[CH:29]=2)[O:25][C:26]=1[CH3:27]. (2) Given the product [N+:9]([CH2:12][CH:1]([C:2]1[CH:7]=[CH:6][CH:5]=[CH:4][CH:3]=1)[OH:8])([O-:11])=[O:10], predict the reactants needed to synthesize it. The reactants are: [CH:1](=[O:8])[C:2]1[CH:7]=[CH:6][CH:5]=[CH:4][CH:3]=1.[N+:9]([CH3:12])([O-:11])=[O:10].